This data is from Full USPTO retrosynthesis dataset with 1.9M reactions from patents (1976-2016). The task is: Predict the reactants needed to synthesize the given product. (1) Given the product [NH2:25][C:22]1[CH:23]=[CH:24][C:19]([O:18][C:16]2[CH:15]=[CH:14][C:13]([CH3:28])=[C:12]([NH:11][C:9](=[O:10])[C:8]3[CH:29]=[CH:30][CH:31]=[C:6]([C:3]([C:1]#[N:2])([CH3:5])[CH3:4])[CH:7]=3)[CH:17]=2)=[CH:20][CH:21]=1, predict the reactants needed to synthesize it. The reactants are: [C:1]([C:3]([C:6]1[CH:7]=[C:8]([CH:29]=[CH:30][CH:31]=1)[C:9]([NH:11][C:12]1[CH:17]=[C:16]([O:18][C:19]2[CH:24]=[CH:23][C:22]([N+:25]([O-])=O)=[CH:21][CH:20]=2)[CH:15]=[CH:14][C:13]=1[CH3:28])=[O:10])([CH3:5])[CH3:4])#[N:2].[Cl-].[Ca+2].[Cl-].O. (2) Given the product [OH:27][C:26]1[C:21]([C:19](=[O:20])[CH2:18][CH2:17][C:11]2[CH:12]=[CH:13][C:14]([O:15][CH3:16])=[C:9]([OH:8])[CH:10]=2)=[C:22]([O:32][CH3:33])[C:23]([O:30][CH3:31])=[C:24]([O:28][CH3:29])[CH:25]=1, predict the reactants needed to synthesize it. The reactants are: C([O:8][C:9]1[CH:10]=[C:11](/[CH:17]=[CH:18]/[C:19]([C:21]2[C:26]([OH:27])=[CH:25][C:24]([O:28][CH3:29])=[C:23]([O:30][CH3:31])[C:22]=2[O:32][CH3:33])=[O:20])[CH:12]=[CH:13][C:14]=1[O:15][CH3:16])C1C=CC=CC=1.C(O[Na])=O.C(O)=O. (3) The reactants are: [NH2:1][CH2:2][C:3]1[CH:11]=[CH:10][C:6]([C:7]([OH:9])=[O:8])=[CH:5][CH:4]=1.Cl[Si](C)(C)[CH3:14]. Given the product [NH2:1][CH2:2][C:3]1[CH:4]=[CH:5][C:6]([C:7]([O:9][CH3:14])=[O:8])=[CH:10][CH:11]=1, predict the reactants needed to synthesize it. (4) Given the product [O:95]=[C:38]1[C:36]([CH:22]2[CH2:21][CH2:20][N:19]([C:17]([O:16][C@H:12]([CH2:11][C:4]3[CH:5]=[C:6]4[C:10](=[C:2]([CH3:1])[CH:3]=3)[NH:9][N:8]=[CH:7]4)[C:13](=[O:15])[N:56]3[CH2:57][CH2:58][C:51]4([CH2:52][CH2:53][N:48]([CH3:47])[CH2:49][CH2:50]4)[CH2:54][CH2:55]3)=[O:18])[CH2:24][CH2:23]2)=[CH:37][C:77]2[C:78](=[CH:79][CH:80]=[CH:81][CH:82]=2)[NH:83]1, predict the reactants needed to synthesize it. The reactants are: [CH3:1][C:2]1[CH:3]=[C:4]([CH2:11][C@@H:12]([O:16][C:17]([N:19]2[CH2:24][CH2:23][CH:22](C3C(=O)NC4C(C=3)=CC=CC=4)[CH2:21][CH2:20]2)=[O:18])[C:13]([OH:15])=O)[CH:5]=[C:6]2[C:10]=1[NH:9][N:8]=[CH:7]2.[CH:36](N(C(C)C)CC)([CH3:38])[CH3:37].Cl.Cl.[CH3:47][N:48]1[CH2:53][CH2:52][C:51]2([CH2:58][CH2:57][NH:56][CH2:55][CH2:54]2)[CH2:50][CH2:49]1.C1CN([P+](ON2N=[N:83][C:78]3[CH:79]=[CH:80][CH:81]=[CH:82][C:77]2=3)(N2CCCC2)N2CCCC2)CC1.F[P-](F)(F)(F)(F)F.CN(C)C=[O:95]. (5) Given the product [CH3:16][C:10]1([CH2:17][CH2:18][OH:19])[O:11][CH2:12][C:13]([CH3:14])([CH3:15])[NH:8][CH2:9]1, predict the reactants needed to synthesize it. The reactants are: C([N:8]1[C:13]([CH3:15])([CH3:14])[CH2:12][O:11][C:10]([CH2:17][CH2:18][OH:19])([CH3:16])[CH2:9]1)C1C=CC=CC=1. (6) Given the product [O:23]1[CH:24]=[C:20]([C:17]2[CH:18]=[CH:19][C:14]([O:13][CH2:12][CH2:11][NH2:10])=[CH:15][CH:16]=2)[N:21]=[CH:22]1, predict the reactants needed to synthesize it. The reactants are: C(OC(=O)[NH:10][CH2:11][CH2:12][O:13][C:14]1[CH:19]=[CH:18][C:17]([C:20]2[N:21]=[CH:22][O:23][CH:24]=2)=[CH:16][CH:15]=1)C1C=CC=CC=1.C1CC=CCC=1. (7) Given the product [C:1]([O:5][C:6]([N:8]1[CH2:9][CH2:10][CH:11]([NH:14][C:15](=[O:25])[C:16]2[CH:17]=[C:18]([O:24][CH2:75][CH2:74][CH2:73][C:72]([O:71][CH3:70])=[O:77])[CH:19]=[C:20]([O:22][CH3:23])[CH:21]=2)[CH2:12][CH2:13]1)=[O:7])([CH3:4])([CH3:2])[CH3:3], predict the reactants needed to synthesize it. The reactants are: [C:1]([O:5][C:6]([N:8]1[CH2:13][CH2:12][CH:11]([NH:14][C:15](=[O:25])[C:16]2[CH:21]=[C:20]([O:22][CH3:23])[CH:19]=[C:18]([OH:24])[CH:17]=2)[CH2:10][CH2:9]1)=[O:7])([CH3:4])([CH3:3])[CH3:2].OC1C=C(C=C(OC)C=1)C(O)=O.C(OC(N1CCC(N)CC1)=O)(C)(C)C.Cl.CN(C)CCCN=C=NCC.C(=O)([O-])[O-].[K+].[K+].[CH3:70][O:71][C:72](=[O:77])[CH2:73][CH2:74][CH2:75]Br.